From a dataset of CYP3A4 substrate classification data from Carbon-Mangels et al.. Regression/Classification. Given a drug SMILES string, predict its absorption, distribution, metabolism, or excretion properties. Task type varies by dataset: regression for continuous measurements (e.g., permeability, clearance, half-life) or binary classification for categorical outcomes (e.g., BBB penetration, CYP inhibition). Dataset: cyp3a4_substrate_carbonmangels. The molecule is CCCCN(CCCC)CC[C@H](O)c1cc2c(Cl)cc(Cl)cc2c2cc(C(F)(F)F)ccc12. The result is 1 (substrate).